Dataset: Reaction yield outcomes from USPTO patents with 853,638 reactions. Task: Predict the reaction yield, written as a fraction of the theoretical maximum amount of product (1.0 means a 100% yield; for example, 0.34 means a 34% yield). (1) The reactants are C[O:2][C:3]([C@@H:5]1[O:9][C:8](=[O:10])[N:7]([C:11]2[CH:24]=[CH:23][C:14]3[N:15]([CH3:22])[C:16](=[O:21])[C:17]([F:20])([F:19])[O:18][C:13]=3[CH:12]=2)[CH2:6]1)=O.[CH3:25][NH2:26]. The catalyst is CO. The product is [CH3:25][NH:26][C:3]([C@@H:5]1[O:9][C:8](=[O:10])[N:7]([C:11]2[CH:24]=[CH:23][C:14]3[N:15]([CH3:22])[C:16](=[O:21])[C:17]([F:20])([F:19])[O:18][C:13]=3[CH:12]=2)[CH2:6]1)=[O:2]. The yield is 0.500. (2) The reactants are [CH2:1]([N:3]([CH2:14][CH2:15][OH:16])[C:4](=[O:13])[O:5][CH2:6][C:7]1[CH:12]=[CH:11][CH:10]=[CH:9][CH:8]=1)[CH3:2].C(N(CC)[P:20]([O:26][C:27]([CH3:30])([CH3:29])[CH3:28])[O:21][C:22]([CH3:25])([CH3:24])[CH3:23])C.N1C=NN=N1.C1C=C(Cl)C=C(C(OO)=[O:46])C=1.S(=O)(O)[O-].[Na+]. The catalyst is C1COCC1. The product is [C:27]([O:26][P:20]([O:16][CH2:15][CH2:14][N:3]([CH2:1][CH3:2])[C:4](=[O:13])[O:5][CH2:6][C:7]1[CH:12]=[CH:11][CH:10]=[CH:9][CH:8]=1)([O:21][C:22]([CH3:23])([CH3:24])[CH3:25])=[O:46])([CH3:28])([CH3:29])[CH3:30]. The yield is 0.600. (3) The reactants are C[O-].[Na+].[O:4]=[C:5]1[C:10]2=[N:11][CH:12]=[CH:13][CH:14]=[C:9]2[O:8][C:7]2([CH2:19][CH2:18][N:17]([C:20]([O:22][C:23]([CH3:26])([CH3:25])[CH3:24])=[O:21])[CH2:16][CH2:15]2)[CH2:6]1.[CH:27](OCC)=[O:28].O. The catalyst is C1COCC1. The product is [OH:28][CH:27]=[C:6]1[C:7]2([CH2:15][CH2:16][N:17]([C:20]([O:22][C:23]([CH3:26])([CH3:25])[CH3:24])=[O:21])[CH2:18][CH2:19]2)[O:8][C:9]2[C:10](=[N:11][CH:12]=[CH:13][CH:14]=2)[C:5]1=[O:4]. The yield is 0.520. (4) The reactants are [C:1]1([S:7]([N:10]2[C:14]3=[N:15][CH:16]=[C:17]([C:19]4[C:23]([C:24]5[CH:29]=[CH:28][N:27]=[C:26](S(C)(=O)=O)[N:25]=5)=[CH:22][N:21]([CH2:34][C:35]#[N:36])[N:20]=4)[CH:18]=[C:13]3[CH:12]=[CH:11]2)(=[O:9])=[O:8])[CH:6]=[CH:5][CH:4]=[CH:3][CH:2]=1.[NH2:37][CH2:38][C@@H:39]([OH:41])[CH3:40]. The catalyst is C1COCC1. The product is [C:1]1([S:7]([N:10]2[C:14]3=[N:15][CH:16]=[C:17]([C:19]4[C:23]([C:24]5[CH:29]=[CH:28][N:27]=[C:26]([NH:37][CH2:38][C@@H:39]([OH:41])[CH3:40])[N:25]=5)=[CH:22][N:21]([CH2:34][C:35]#[N:36])[N:20]=4)[CH:18]=[C:13]3[CH:12]=[CH:11]2)(=[O:8])=[O:9])[CH:2]=[CH:3][CH:4]=[CH:5][CH:6]=1. The yield is 0.720. (5) The reactants are Cl.[Br:2][C:3]1[CH:10]=[CH:9][C:6]([CH2:7][NH2:8])=[CH:5][CH:4]=1.C(=O)([O-])[O-].[K+].[K+].[O:17](C(OC(C)(C)C)=O)[C:18]([O:20][C:21]([CH3:24])([CH3:23])[CH3:22])=O.CCOC(C)=O. The catalyst is C1COCC1.O. The product is [C:21]([O:20][C:18](=[O:17])[NH:8][CH2:7][C:6]1[CH:9]=[CH:10][C:3]([Br:2])=[CH:4][CH:5]=1)([CH3:24])([CH3:23])[CH3:22]. The yield is 0.909. (6) The reactants are [CH3:1][O:2][C:3](=[O:20])[NH:4][C:5]1[S:6][C:7]2[C:13]([C:14](=O)[CH2:15]Br)=[CH:12][CH:11]=[C:10]([O:18][CH3:19])[C:8]=2[N:9]=1.[C:21]([O:25][C:26]([NH:28][C:29]([NH2:31])=[NH:30])=[O:27])([CH3:24])([CH3:23])[CH3:22]. The yield is 0.170. The catalyst is C(#N)C. The product is [CH3:1][O:2][C:3](=[O:20])[NH:4][C:5]1[S:6][C:7]2[C:13]([C:14]3[N:31]=[C:29]([NH:28][C:26]([O:25][C:21]([CH3:24])([CH3:23])[CH3:22])=[O:27])[NH:30][CH:15]=3)=[CH:12][CH:11]=[C:10]([O:18][CH3:19])[C:8]=2[N:9]=1.